Dataset: Forward reaction prediction with 1.9M reactions from USPTO patents (1976-2016). Task: Predict the product of the given reaction. (1) Given the reactants [CH3:1][C:2]1([CH3:14])[C:10]2[C:5](=[CH:6][CH:7]=[C:8]([N+:11]([O-:13])=[O:12])[CH:9]=2)[NH:4][CH2:3]1.[H-].[Na+].[CH3:17]I, predict the reaction product. The product is: [CH3:17][N:4]1[C:5]2[C:10](=[CH:9][C:8]([N+:11]([O-:13])=[O:12])=[CH:7][CH:6]=2)[C:2]([CH3:14])([CH3:1])[CH2:3]1. (2) Given the reactants [Mg].C([O:7][CH2:8][CH2:9][CH2:10][CH2:11]Br)(=O)C(C)=C.[CH:13]12[CH2:22]C3CC(C[CH:15]([CH2:16]3)[C:14]1=O)[CH2:20]2, predict the reaction product. The product is: [C:8]12([OH:7])[CH2:9][CH:10]3[CH2:11][CH:15]([CH2:14][CH:13]([CH2:22]3)[CH2:20]1)[CH2:16]2. (3) Given the reactants [C:1]([O:4][C@H:5]1[C@@H:20]([O:21][C:22](=[O:24])[CH3:23])[C@H:19]([O:25][C:26](=[O:28])[CH3:27])[C@@H:18]([CH2:29][O:30][C:31](=[O:33])[CH3:32])[O:17][C@@H:6]1[O:7][C:8]1[C:13]([Cl:14])=[CH:12][C:11](I)=[CH:10][C:9]=1[Cl:16])(=[O:3])[CH3:2].[N+:34]([C:37]1[CH:38]=[C:39]2[C:43](=[CH:44][CH:45]=1)[NH:42][CH:41]=[CH:40]2)([O-:36])=[O:35], predict the reaction product. The product is: [C:1]([O:4][C@H:5]1[C@@H:20]([O:21][C:22](=[O:24])[CH3:23])[C@H:19]([O:25][C:26](=[O:28])[CH3:27])[C@@H:18]([CH2:29][O:30][C:31](=[O:33])[CH3:32])[O:17][C@@H:6]1[O:7][C:8]1[C:13]([Cl:14])=[CH:12][C:11]([N:42]2[C:43]3[C:39](=[CH:38][C:37]([N+:34]([O-:36])=[O:35])=[CH:45][CH:44]=3)[CH:40]=[CH:41]2)=[CH:10][C:9]=1[Cl:16])(=[O:3])[CH3:2]. (4) Given the reactants [F:1][C:2]1[CH:3]=[C:4]2[C:8](=[CH:9][CH:10]=1)[N:7]([CH2:11][C:12]1[O:13][C:14]([C:17]([F:20])([F:19])[F:18])=[CH:15][CH:16]=1)[C:6](=[O:21])[CH:5]2[C:22]1[C:30]([OH:31])=[CH:29][C:25]2[O:26][CH2:27][O:28][C:24]=2[CH:23]=1.[CH2:32]=[O:33].O.[OH-].[Li+], predict the reaction product. The product is: [F:1][C:2]1[CH:3]=[C:4]2[C:8](=[CH:9][CH:10]=1)[N:7]([CH2:11][C:12]1[O:13][C:14]([C:17]([F:20])([F:18])[F:19])=[CH:15][CH:16]=1)[C:6](=[O:21])[C:5]2([C:22]1[C:30]([OH:31])=[CH:29][C:25]2[O:26][CH2:27][O:28][C:24]=2[CH:23]=1)[CH2:32][OH:33]. (5) Given the reactants [C:1]([O:5][C:6](=[O:27])[CH2:7][C:8]1[CH:24]=[CH:23][C:11]([O:12][C:13]2[CH:22]=[CH:21][C:16]([C:17]([O:19][CH3:20])=[O:18])=[CH:15][CH:14]=2)=[C:10]([C:25]#[N:26])[CH:9]=1)([CH3:4])([CH3:3])[CH3:2], predict the reaction product. The product is: [NH2:26][CH2:25][C:10]1[CH:9]=[C:8]([CH2:7][C:6]([O:5][C:1]([CH3:4])([CH3:3])[CH3:2])=[O:27])[CH:24]=[CH:23][C:11]=1[O:12][C:13]1[CH:14]=[CH:15][C:16]([C:17]([O:19][CH3:20])=[O:18])=[CH:21][CH:22]=1. (6) Given the reactants [CH3:1][Si:2]([CH3:32])([CH3:31])[C:3]1[S:7][C:6]2[C:8]3[S:9][C:10]([Si:21]([CH3:24])([CH3:23])[CH3:22])=[C:11](CCCCCC)[C:12]=3[C:13](=[O:14])[C:5]=2[C:4]=1[CH2:25][CH2:26][CH2:27][CH2:28][CH2:29][CH3:30].[CH2:33]([Li])[CH2:34][CH2:35][CH3:36].Cl[Si](C)(C)C.C(OCC)(=O)[C:44](OCC)=[O:45].[NH4+].[Cl-].[CH2:55]1COC[CH2:56]1, predict the reaction product. The product is: [CH3:24][Si:21]([CH3:22])([CH3:23])[C:10]1([CH2:36][CH2:35][CH2:34][CH2:33][CH2:55][CH3:56])[S:9][C:8]2[C:6]3[S:7][C:3]([Si:2]([CH3:1])([CH3:32])[CH3:31])=[C:4]([CH2:25][CH2:26][CH2:27][CH2:28][CH2:29][CH3:30])[C:5]=3[C:44](=[O:45])[C:13](=[O:14])[C:12]=2[CH2:11]1.